The task is: Predict which catalyst facilitates the given reaction.. This data is from Catalyst prediction with 721,799 reactions and 888 catalyst types from USPTO. (1) Reactant: [Cl:1][C:2]1[C:7]([C:8]([F:11])([F:10])[F:9])=[CH:6][CH:5]=[CH:4][C:3]=1[C:12]([N:14]1[CH2:19][CH2:18][N:17]2[CH:20]=[C:21]([C:23]([F:26])([F:25])[F:24])[N:22]=[C:16]2[CH2:15]1)=[O:13].[Br:27]N1C(=O)CCC1=O.S([O-])([O-])=O.[Na+].[Na+]. Product: [Br:27][C:20]1[N:17]2[CH2:18][CH2:19][N:14]([C:12]([C:3]3[CH:4]=[CH:5][CH:6]=[C:7]([C:8]([F:10])([F:9])[F:11])[C:2]=3[Cl:1])=[O:13])[CH2:15][C:16]2=[N:22][C:21]=1[C:23]([F:26])([F:24])[F:25]. The catalyst class is: 9. (2) Reactant: [C:1]([O:5][C:6]([N:8]1[C@H:13]2[CH2:14][CH2:15][C@:10]([CH2:16][CH2:17]O)([CH:11]=[CH:12]2)[O:9]1)=[O:7])([CH3:4])([CH3:3])[CH3:2].C(C(C(O)=O)(O)C(C(=O)C1C=CC=CC=1)(O)C(O)=O)(=O)C1C=CC=CC=1.[CH3:45][C@@H:46]1[C@@H:51]([O:52][C:53](=[O:58])[C:54]([CH3:57])([CH3:56])[CH3:55])[CH2:50][CH2:49][NH:48][CH2:47]1.[I-].C(C[P+](C)(C)C)#N.C(N(C(C)C)CC)(C)C. Product: [C:1]([O:5][C:6]([N:8]1[CH:13]2[CH2:14][CH2:15][C:10]([CH2:16][CH2:17][N:48]3[CH2:49][CH2:50][C@H:51]([O:52][C:53](=[O:58])[C:54]([CH3:57])([CH3:56])[CH3:55])[C@@H:46]([CH3:45])[CH2:47]3)([CH2:11][CH2:12]2)[O:9]1)=[O:7])([CH3:4])([CH3:3])[CH3:2]. The catalyst class is: 397. (3) Reactant: [CH2:1]([O:5][C:6]1[CH:14]=[C:13]([C:15]([F:18])([F:17])[F:16])[CH:12]=[CH:11][C:7]=1[C:8]([OH:10])=O)[CH2:2][CH2:3][CH3:4].[CH3:19][NH:20][O:21][CH3:22].CN1CCOCC1.C[N+]1(C2N=C(OC)N=C(OC)N=2)CCOCC1.[Cl-]. Product: [CH2:1]([O:5][C:6]1[CH:14]=[C:13]([C:15]([F:18])([F:17])[F:16])[CH:12]=[CH:11][C:7]=1[C:8]([N:20]([O:21][CH3:22])[CH3:19])=[O:10])[CH2:2][CH2:3][CH3:4]. The catalyst class is: 25.